This data is from Forward reaction prediction with 1.9M reactions from USPTO patents (1976-2016). The task is: Predict the product of the given reaction. Given the reactants [CH:1]1([CH2:7][N:8]2[CH2:13][CH2:12][CH2:11][C@H:10]([CH2:14][NH:15][C:16]([C@H:18]3[CH2:22][CH2:21][CH2:20][N:19]3[C:23]([C@@H:25]3[CH2:29][C@@H:28]([OH:30])[CH2:27][N:26]3[C:31](=[O:52])[CH2:32][C:33]([C:46]3[CH:51]=[CH:50][CH:49]=[CH:48][CH:47]=3)([C:40]3[CH:45]=[CH:44][CH:43]=[CH:42][CH:41]=3)[C:34]3[CH:39]=[CH:38][CH:37]=[CH:36][CH:35]=3)=[O:24])=[O:17])[CH2:9]2)[CH2:6][CH2:5][CH2:4][CH2:3][CH2:2]1.[CH3:53][S:54](Cl)(=[O:56])=[O:55], predict the reaction product. The product is: [CH:1]1([CH2:7][N:8]2[CH2:13][CH2:12][CH2:11][C@H:10]([CH2:14][NH:15][C:16]([C@H:18]3[CH2:22][CH2:21][CH2:20][N:19]3[C:23]([C@@H:25]3[CH2:29][C@@H:28]([O:30][S:54]([CH3:53])(=[O:56])=[O:55])[CH2:27][N:26]3[C:31](=[O:52])[CH2:32][C:33]([C:46]3[CH:47]=[CH:48][CH:49]=[CH:50][CH:51]=3)([C:40]3[CH:41]=[CH:42][CH:43]=[CH:44][CH:45]=3)[C:34]3[CH:39]=[CH:38][CH:37]=[CH:36][CH:35]=3)=[O:24])=[O:17])[CH2:9]2)[CH2:2][CH2:3][CH2:4][CH2:5][CH2:6]1.